This data is from Forward reaction prediction with 1.9M reactions from USPTO patents (1976-2016). The task is: Predict the product of the given reaction. (1) The product is: [CH3:26][N:33]([CH3:32])[C:2]1[CH:3]=[C:4]([NH:12][C:13]([C:15]2[C:24](=[O:25])[C:23]3[C:18](=[CH:19][CH:20]=[CH:21][CH:22]=3)[NH:17][CH:16]=2)=[O:14])[CH:5]=[CH:6][C:7]=1[C:8]([CH3:11])([CH3:10])[CH3:9]. Given the reactants N[C:2]1[CH:3]=[C:4]([NH:12][C:13]([C:15]2[C:24](=[O:25])[C:23]3[C:18](=[CH:19][CH:20]=[CH:21][CH:22]=3)[NH:17][CH:16]=2)=[O:14])[CH:5]=[CH:6][C:7]=1[C:8]([CH3:11])([CH3:10])[CH3:9].[C:26](O)(=O)C.C=O.[C:32]([BH3-])#[N:33].[Na+], predict the reaction product. (2) Given the reactants [Br:1][C:2]1[CH:3]=[C:4]([CH:17]=[CH:18][CH:19]=1)[NH:5][C:6]1[C:7]2[N:15]=[C:14](F)[CH:13]=[CH:12][C:8]=2[N:9]=[CH:10][N:11]=1.[NH3:20], predict the reaction product. The product is: [NH2:20][C:14]1[CH:13]=[CH:12][C:8]2[N:9]=[CH:10][N:11]=[C:6]([NH:5][C:4]3[CH:17]=[CH:18][CH:19]=[C:2]([Br:1])[CH:3]=3)[C:7]=2[N:15]=1.